Dataset: Reaction yield outcomes from USPTO patents with 853,638 reactions. Task: Predict the reaction yield, written as a fraction of the theoretical maximum amount of product (1.0 means a 100% yield; for example, 0.34 means a 34% yield). (1) The reactants are [NH:1]1[C:5]2[CH:6]=[CH:7][S:8][C:4]=2[CH:3]=[N:2]1.[I:9]I.[OH-].[K+].S(=O)(O)[O-].[Na+]. The catalyst is CN(C)C=O.O. The product is [I:9][C:3]1[C:4]2[S:8][CH:7]=[CH:6][C:5]=2[NH:1][N:2]=1. The yield is 0.600. (2) The catalyst is CO.[Zn]. The product is [CH3:12][C:8]1([CH3:13])[CH2:7][CH2:6][C:5]2[C:10](=[CH:11][C:2]([OH:1])=[CH:3][CH:4]=2)[O:9]1. The yield is 0.620. The reactants are [OH:1][C:2]1[CH:11]=[C:10]2[C:5]([C:6](=O)[CH2:7][C:8]([CH3:13])([CH3:12])[O:9]2)=[CH:4][CH:3]=1.Cl. (3) The reactants are [CH3:1][O:2][C:3]1[CH:11]=[C:10]2[C:6]([CH:7]=[CH:8][N:9]2[C:12]([O:14][C:15]([CH3:18])([CH3:17])[CH3:16])=[O:13])=[CH:5][CH:4]=1.[Cl:19][C:20]1[S:21][C:22]2[CH:28]=[C:27](I)[CH:26]=[CH:25][C:23]=2[N:24]=1.[F-].[Cs+]. The catalyst is C(COC)OC.O.Cl[Pd](Cl)([P](C1C=CC=CC=1)(C1C=CC=CC=1)C1C=CC=CC=1)[P](C1C=CC=CC=1)(C1C=CC=CC=1)C1C=CC=CC=1. The product is [Cl:19][C:20]1[S:21][C:22]2[CH:28]=[C:27]([C:8]3[N:9]([C:12]([O:14][C:15]([CH3:18])([CH3:17])[CH3:16])=[O:13])[C:10]4[C:6]([CH:7]=3)=[CH:5][CH:4]=[C:3]([O:2][CH3:1])[CH:11]=4)[CH:26]=[CH:25][C:23]=2[N:24]=1. The yield is 0.830. (4) The reactants are [NH:1]([C:18]([O:20][C:21]([CH3:24])([CH3:23])[CH3:22])=[O:19])[C@@H:2]([C:8]([O:10][CH2:11][C:12]1[CH:17]=[CH:16][CH:15]=[CH:14][CH:13]=1)=[O:9])[CH2:3][CH2:4][C:5](=[O:7])[OH:6].[CH3:25][Si](C=[N+]=[N-])(C)C.[CH3:32][C:33]([O:36][C:37](O[C:37]([O:36][C:33]([CH3:35])([CH3:34])[CH3:32])=[O:38])=[O:38])([CH3:35])[CH3:34]. The catalyst is C(Cl)Cl.CO.CC#N.CN(C1C=CN=CC=1)C. The product is [C:21]([O:20][C:18]([N:1]([C:37]([O:36][C:33]([CH3:35])([CH3:34])[CH3:32])=[O:38])[C@@H:2]([C:8]([O:10][CH2:11][C:12]1[CH:13]=[CH:14][CH:15]=[CH:16][CH:17]=1)=[O:9])[CH2:3][CH2:4][C:5]([O:6][CH3:25])=[O:7])=[O:19])([CH3:24])([CH3:23])[CH3:22]. The yield is 0.720. (5) The reactants are C([O:4][CH:5]1[CH:10]([CH3:11])[CH2:9][CH:8]([C:12]2[CH:17]=[CH:16][N:15]=[CH:14][C:13]=2[NH:18][C:19]([C:21]2[N:22]=[C:23]([C:26]3[C:31]([F:32])=[CH:30][CH:29]=[CH:28][C:27]=3[F:33])[S:24][CH:25]=2)=[O:20])[CH2:7][CH:6]1[NH:34][C:35]([O:37][C:38]([CH3:41])([CH3:40])[CH3:39])=[O:36])(=O)C.C(=O)([O-])[O-].[K+].[K+].O.C(OCC)(=O)C. The catalyst is CO. The product is [F:32][C:31]1[CH:30]=[CH:29][CH:28]=[C:27]([F:33])[C:26]=1[C:23]1[S:24][CH:25]=[C:21]([C:19]([NH:18][C:13]2[CH:14]=[N:15][CH:16]=[CH:17][C:12]=2[CH:8]2[CH2:7][CH:6]([NH:34][C:35](=[O:36])[O:37][C:38]([CH3:39])([CH3:40])[CH3:41])[CH:5]([OH:4])[CH:10]([CH3:11])[CH2:9]2)=[O:20])[N:22]=1. The yield is 0.870. (6) The reactants are [Cl:1][C:2]1[CH:3]=[C:4]2[C:9](=[CH:10][CH:11]=1)[N:8]=[C:7]([O:12][CH3:13])[C:6]([NH:14][C:15](=[O:19])OCC)=[N:5]2.[C:20]([C:23]1[CH:28]=[CH:27][C:26]([N:29]2[CH2:34][CH2:33][NH:32][CH2:31][CH2:30]2)=[CH:25][CH:24]=1)(=[O:22])[CH3:21]. No catalyst specified. The product is [Cl:1][C:2]1[CH:3]=[C:4]2[C:9](=[CH:10][CH:11]=1)[N:8]=[C:7]([O:12][CH3:13])[C:6]([NH:14][C:15]([N:32]1[CH2:31][CH2:30][N:29]([C:26]3[CH:25]=[CH:24][C:23]([C:20](=[O:22])[CH3:21])=[CH:28][CH:27]=3)[CH2:34][CH2:33]1)=[O:19])=[N:5]2. The yield is 0.850. (7) The reactants are [CH:1]1([N:6]2[C:10]3[N:11]=[C:12]([NH:15][C:16]4[N:21]=[CH:20][C:19]([N:22]5[CH2:27][CH2:26][N:25](C(OC(C)(C)C)=O)[CH2:24][CH2:23]5)=[CH:18][CH:17]=4)[N:13]=[CH:14][C:9]=3[C:8]3[CH:35]=[CH:36][C:37]([O:39][CH3:40])=[N:38][C:7]2=3)[CH2:5][CH2:4][CH2:3][CH2:2]1.FC(F)(F)C(O)=O.C([O-])([O-])=O.[K+].[K+].Cl. The catalyst is ClCCl.O1CCOCC1.C(OCC)C.C(OCC)(=O)C.CO. The product is [CH:1]1([N:6]2[C:10]3[N:11]=[C:12]([NH:15][C:16]4[CH:17]=[CH:18][C:19]([N:22]5[CH2:27][CH2:26][NH:25][CH2:24][CH2:23]5)=[CH:20][N:21]=4)[N:13]=[CH:14][C:9]=3[C:8]3[CH:35]=[CH:36][C:37]([O:39][CH3:40])=[N:38][C:7]2=3)[CH2:2][CH2:3][CH2:4][CH2:5]1. The yield is 0.840.